Predict the reaction yield, written as a fraction of the theoretical maximum amount of product (1.0 means a 100% yield; for example, 0.34 means a 34% yield). From a dataset of Reaction yield outcomes from USPTO patents with 853,638 reactions. (1) The reactants are C[O:2][C:3](=[O:31])[C:4]1[CH:9]=[C:8]([NH:10][C:11](=[O:30])[CH2:12][O:13][C:14]2[CH:19]=[CH:18][C:17]([C:20]34[CH2:29][CH:24]5[CH2:25][CH:26]([CH2:28][CH:22]([CH2:23]5)[CH2:21]3)[CH2:27]4)=[CH:16][CH:15]=2)[CH:7]=[N:6][CH:5]=1.[I-].[Li+]. The catalyst is N1C=CC=CC=1. The product is [C:20]12([C:17]3[CH:18]=[CH:19][C:14]([O:13][CH2:12][C:11]([NH:10][C:8]4[CH:7]=[N:6][CH:5]=[C:4]([CH:9]=4)[C:3]([OH:31])=[O:2])=[O:30])=[CH:15][CH:16]=3)[CH2:27][CH:26]3[CH2:28][CH:22]([CH2:23][CH:24]([CH2:25]3)[CH2:29]1)[CH2:21]2. The yield is 0.300. (2) The reactants are CN(C)/[CH:3]=[CH:4]/[C:5]1[C:6]([N+:19]([O-])=O)=[C:7]([C:13]([N+:16]([O-])=O)=[CH:14][CH:15]=1)[C:8]([O:10][CH2:11][CH3:12])=[O:9]. The catalyst is [Ni].CCO. The product is [NH2:16][C:13]1[C:7]([C:8]([O:10][CH2:11][CH3:12])=[O:9])=[C:6]2[C:5]([CH:4]=[CH:3][NH:19]2)=[CH:15][CH:14]=1. The yield is 0.160. (3) The reactants are [CH3:1][C:2]1[CH:7]=[CH:6][N:5]=[CH:4][C:3]=1[N:8]1[CH2:12][CH2:11][NH:10][C:9]1=[O:13].Br[C:15]1[C:23]2[C:18](=[CH:19][CH:20]=[CH:21][CH:22]=2)[N:17]([S:24]([C:27]2[CH:32]=[CH:31][C:30]([CH3:33])=[CH:29][CH:28]=2)(=[O:26])=[O:25])[CH:16]=1.N[C@@H]1CCCC[C@H]1N.P([O-])([O-])([O-])=O.[K+].[K+].[K+]. The catalyst is [Cu](I)I.O1CCOCC1. The yield is 0.337. The product is [CH3:1][C:2]1[CH:7]=[CH:6][N:5]=[CH:4][C:3]=1[N:8]1[CH2:12][CH2:11][N:10]([C:15]2[C:23]3[C:18](=[CH:19][CH:20]=[CH:21][CH:22]=3)[N:17]([S:24]([C:27]3[CH:32]=[CH:31][C:30]([CH3:33])=[CH:29][CH:28]=3)(=[O:26])=[O:25])[CH:16]=2)[C:9]1=[O:13]. (4) The reactants are Br[CH2:2][C:3]([O:5][CH3:6])=[O:4].[OH:7][C:8]1[CH:13]=[CH:12][C:11]([C:14]([C:23]2[CH:28]=[CH:27][C:26]([OH:29])=[CH:25][CH:24]=2)([C:16]2[CH:21]=[CH:20][C:19]([OH:22])=[CH:18][CH:17]=2)[CH3:15])=[CH:10][CH:9]=1. The catalyst is [I-].[K+].CC(C)=O. The product is [OH:7][C:8]1[CH:13]=[CH:12][C:11]([C:14]([C:16]2[CH:17]=[CH:18][C:19]([OH:22])=[CH:20][CH:21]=2)([C:23]2[CH:28]=[CH:27][C:26]([O:29][CH2:2][C:3]([O:5][CH3:6])=[O:4])=[CH:25][CH:24]=2)[CH3:15])=[CH:10][CH:9]=1. The yield is 0.850. (5) The reactants are O[CH2:2][C@@H:3]1[N:7]([CH3:8])[C:6](=[O:9])[CH2:5][CH2:4]1.[Cl:10][C:11]1[CH:19]=[CH:18][CH:17]=[C:16]2[C:12]=1[C:13]([C:20]([NH:22][CH2:23][CH:24]1[CH2:29][CH2:28][C:27]([F:31])([F:30])[CH2:26][CH2:25]1)=[O:21])=[CH:14][NH:15]2.C(C=P(CCCC)(CCCC)CCCC)#N. The catalyst is C1(C)C=CC=CC=1. The product is [Cl:10][C:11]1[CH:19]=[CH:18][CH:17]=[C:16]2[C:12]=1[C:13]([C:20]([NH:22][CH2:23][CH:24]1[CH2:29][CH2:28][C:27]([F:30])([F:31])[CH2:26][CH2:25]1)=[O:21])=[CH:14][N:15]2[CH2:2][C@H:3]1[CH2:4][CH2:5][C:6](=[O:9])[N:7]1[CH3:8]. The yield is 0.410. (6) The reactants are [CH2:1]([O:8][C:9]1[CH:14]=[CH:13][C:12](Br)=[C:11]([O:16][CH2:17][C:18]([CH3:20])=[CH2:19])[CH:10]=1)[C:2]1[CH:7]=[CH:6][CH:5]=[CH:4][CH:3]=1.C([SnH](CCCC)CCCC)CCC.C(OOC(=O)C1C=CC=CC=1)(=O)C1C=CC=CC=1. The catalyst is C1C=CC=CC=1. The product is [CH2:1]([O:8][C:9]1[CH:14]=[CH:13][C:12]2[C:18]([CH3:20])([CH3:19])[CH2:17][O:16][C:11]=2[CH:10]=1)[C:2]1[CH:7]=[CH:6][CH:5]=[CH:4][CH:3]=1. The yield is 0.910.